This data is from NCI-60 drug combinations with 297,098 pairs across 59 cell lines. The task is: Regression. Given two drug SMILES strings and cell line genomic features, predict the synergy score measuring deviation from expected non-interaction effect. Drug 1: CC1=CC=C(C=C1)C2=CC(=NN2C3=CC=C(C=C3)S(=O)(=O)N)C(F)(F)F. Drug 2: C1CN1P(=S)(N2CC2)N3CC3. Cell line: A549. Synergy scores: CSS=39.0, Synergy_ZIP=-5.52, Synergy_Bliss=-3.89, Synergy_Loewe=-5.73, Synergy_HSA=-0.775.